Task: Predict which catalyst facilitates the given reaction.. Dataset: Catalyst prediction with 721,799 reactions and 888 catalyst types from USPTO (1) Reactant: COC([N:5]1[CH:10]=[C:9]([C@@H:11]2[CH2:15][CH2:14][CH2:13][N:12]2[CH3:16])[CH2:8][C:7]([CH:17]=[O:18])=[CH:6]1)=O.C(N(CC)CC)C. Product: [CH3:16][N:12]1[CH2:13][CH2:14][CH2:15][C@H:11]1[C:9]1[CH2:8][C:7]([CH:17]=[O:18])=[CH:6][NH:5][CH:10]=1. The catalyst class is: 5. (2) Reactant: C1C=C[NH+]=CC=1.[O-][Cr](Cl)(=O)=O.[C:12]([O:16][C:17]([N:19]1[CH2:22][CH:21]([OH:23])[CH2:20]1)=[O:18])([CH3:15])([CH3:14])[CH3:13]. Product: [O:23]=[C:21]1[CH2:22][N:19]([C:17]([O:16][C:12]([CH3:15])([CH3:14])[CH3:13])=[O:18])[CH2:20]1. The catalyst class is: 2. (3) Reactant: C1(P(C2C=CC=CC=2)C2C=CC=CC=2)C=CC=CC=1.[Br:20]Br.[F:22][C:23]1[CH:24]=[C:25]([CH:28]=[C:29]([CH2:31]O)[CH:30]=1)[C:26]#[N:27]. Product: [Br:20][CH2:31][C:29]1[CH:28]=[C:25]([CH:24]=[C:23]([F:22])[CH:30]=1)[C:26]#[N:27]. The catalyst class is: 10.